Predict the product of the given reaction. From a dataset of Forward reaction prediction with 1.9M reactions from USPTO patents (1976-2016). (1) Given the reactants C([O:8][C:9](=[O:31])[C:10]1[CH:15]=[CH:14][CH:13]=[C:12]([O:16][C:17]2[CH:22]=[CH:21][C:20]([O:23][CH2:24][C:25]([O:27][CH2:28][CH3:29])=[O:26])=[C:19]([CH3:30])[CH:18]=2)[CH:11]=1)C1C=CC=CC=1, predict the reaction product. The product is: [CH2:28]([O:27][C:25]([CH2:24][O:23][C:20]1[CH:21]=[CH:22][C:17]([O:16][C:12]2[CH:11]=[C:10]([CH:15]=[CH:14][CH:13]=2)[C:9]([OH:31])=[O:8])=[CH:18][C:19]=1[CH3:30])=[O:26])[CH3:29]. (2) The product is: [Br:15][C:16]1[CH:17]=[C:18]([NH:19][C:3]([C:4]2[C:8]([NH:9][CH2:10][CH2:11][O:12][CH3:13])=[N:7][O:6][N:5]=2)=[N:2][OH:1])[CH:20]=[CH:21][C:22]=1[F:23]. Given the reactants [OH:1][N:2]=[C:3](Cl)[C:4]1[C:8]([NH:9][CH2:10][CH2:11][O:12][CH3:13])=[N:7][O:6][N:5]=1.[Br:15][C:16]1[CH:17]=[C:18]([CH:20]=[CH:21][C:22]=1[F:23])[NH2:19].C(=O)(O)[O-].[Na+], predict the reaction product.